This data is from Full USPTO retrosynthesis dataset with 1.9M reactions from patents (1976-2016). The task is: Predict the reactants needed to synthesize the given product. (1) Given the product [Cl:1][C:2]1[CH:3]=[CH:4][C:5]([N:8]2[C@@H:12]([C:13]3[CH:18]=[CH:17][CH:16]=[C:15]([O:19][CH2:28][CH3:29])[CH:14]=3)[CH2:11][O:10][C:9]2=[O:20])=[CH:6][CH:7]=1, predict the reactants needed to synthesize it. The reactants are: [Cl:1][C:2]1[CH:7]=[CH:6][C:5]([N:8]2[C@@H:12]([C:13]3[CH:18]=[CH:17][CH:16]=[C:15]([OH:19])[CH:14]=3)[CH2:11][O:10][C:9]2=[O:20])=[CH:4][CH:3]=1.C([O-])([O-])=O.[K+].[K+].I[CH2:28][CH3:29]. (2) The reactants are: [CH2:1]([O:3][C:4]([C:6]1[C:11](=O)[NH:10][N:9]=[CH:8][N:7]=1)=[O:5])[CH3:2].O=P(Cl)(Cl)[Cl:15]. Given the product [CH2:1]([O:3][C:4]([C:6]1[N:7]=[CH:8][N:9]=[N:10][C:11]=1[Cl:15])=[O:5])[CH3:2], predict the reactants needed to synthesize it. (3) Given the product [Cl:12][C:7]1[CH:8]=[CH:9][CH:10]=[CH:11][C:6]=1[C:2]([NH:19][CH:17]([CH:16]([CH3:14])[CH3:18])[CH3:20])=[CH:3][C:4]#[N:5], predict the reactants needed to synthesize it. The reactants are: Cl[C:2]([C:6]1[CH:11]=[CH:10][CH:9]=[CH:8][C:7]=1[Cl:12])=[CH:3][C:4]#[N:5].Cl.[CH2:14]([CH:16]1[CH2:18][CH:17]1[NH2:19])C.[CH3:20]C#N. (4) The reactants are: [F:1][CH:2]([F:12])[O:3][C:4]1[N:9]=[CH:8][C:7]([CH2:10]O)=[CH:6][CH:5]=1.C(Br)(Br)(Br)[Br:14].C1(P(C2C=CC=CC=2)C2C=CC=CC=2)C=CC=CC=1. Given the product [Br:14][CH2:10][C:7]1[CH:6]=[CH:5][C:4]([O:3][CH:2]([F:12])[F:1])=[N:9][CH:8]=1, predict the reactants needed to synthesize it. (5) Given the product [C:49]([O:48][C:46]([NH:4][C@H:5]1[CH2:10][C@@H:9]([C:11]2[CH:16]=[CH:15][CH:14]=[C:13]([O:17][CH3:18])[CH:12]=2)[O:8][C@@H:7]([C:19]2[CH:20]=[C:21]([CH:26]=[CH:27][CH:28]=2)[C:22]([O:24][CH3:25])=[O:23])[CH2:6]1)=[O:47])([CH3:50])([CH3:51])[CH3:52], predict the reactants needed to synthesize it. The reactants are: C([NH:4][C@H:5]1[CH2:10][C@@H:9]([C:11]2[CH:16]=[CH:15][CH:14]=[C:13]([O:17][CH3:18])[CH:12]=2)[O:8][C@@H:7]([C:19]2[CH:20]=[C:21]([CH:26]=[CH:27][CH:28]=2)[C:22]([O:24][CH3:25])=[O:23])[CH2:6]1)(=O)C.C(N(C(C)C)CC)(C)C.[C:46](O[C:46]([O:48][C:49]([CH3:52])([CH3:51])[CH3:50])=[O:47])([O:48][C:49]([CH3:52])([CH3:51])[CH3:50])=[O:47].C[O-].[Na+]. (6) Given the product [C:1]([O:5][C:6]([N:8]1[CH2:13][CH:12]2[C:10]([C:14]3[CH:19]=[CH:18][C:17]([NH:34][CH2:27][C:28]4[CH:33]=[CH:32][CH:31]=[CH:30][CH:29]=4)=[CH:16][CH:15]=3)([CH2:11]2)[CH2:9]1)=[O:7])([CH3:4])([CH3:3])[CH3:2], predict the reactants needed to synthesize it. The reactants are: [C:1]([O:5][C:6]([N:8]1[CH2:13][CH:12]2[C:10]([C:14]3[CH:19]=[CH:18][C:17](Br)=[CH:16][CH:15]=3)([CH2:11]2)[CH2:9]1)=[O:7])([CH3:4])([CH3:3])[CH3:2].CC(C)([O-])C.[Na+].[CH2:27]([NH2:34])[C:28]1[CH:33]=[CH:32][CH:31]=[CH:30][CH:29]=1.